From a dataset of Forward reaction prediction with 1.9M reactions from USPTO patents (1976-2016). Predict the product of the given reaction. (1) Given the reactants CC1C=CC(S(OCC2CC3C=CC=C(C4C=CC(OC)=CC=4)C=3O2)(=O)=O)=CC=1.[N-]=[N+]=[N-].[Na+].[N:34]([CH2:37][CH:38]1[CH2:42][C:41]2[CH:43]=[CH:44][CH:45]=[C:46]([C:47]3[CH:52]=[CH:51][C:50]([O:53][CH3:54])=[CH:49][CH:48]=3)[C:40]=2[O:39]1)=[N+]=[N-].[N-]=[N+]=[N-], predict the reaction product. The product is: [CH3:54][O:53][C:50]1[CH:51]=[CH:52][C:47]([C:46]2[C:40]3[O:39][CH:38]([CH2:37][NH2:34])[CH2:42][C:41]=3[CH:43]=[CH:44][CH:45]=2)=[CH:48][CH:49]=1. (2) Given the reactants [F:1][C:2]1[CH:7]=[CH:6][C:5]([O:8][CH3:9])=[CH:4][C:3]=1[C:10]1[CH:15]=[CH:14][C:13]([OH:16])=[CH:12][C:11]=1[CH2:17][C:18]([CH3:21])([CH3:20])[CH3:19].O[CH2:23][C:24]1[CH:25]=[C:26]([CH2:30][CH2:31][CH2:32][OH:33])[CH:27]=[CH:28][CH:29]=1.C1(P(C2C=CC=CC=2)C2C=CC=CC=2)C=CC=CC=1.N(C(OCC)=O)=NC(OCC)=O, predict the reaction product. The product is: [F:1][C:2]1[CH:7]=[CH:6][C:5]([O:8][CH3:9])=[CH:4][C:3]=1[C:10]1[CH:15]=[CH:14][C:13]([O:16][CH2:23][C:24]2[CH:25]=[C:26]([CH2:30][CH2:31][CH2:32][OH:33])[CH:27]=[CH:28][CH:29]=2)=[CH:12][C:11]=1[CH2:17][C:18]([CH3:21])([CH3:20])[CH3:19]. (3) Given the reactants [Cl:1][C:2]1[CH:8]=[C:7]([O:9][C:10]2[C:19]3[C:14](=[CH:15][C:16]([O:22][CH3:23])=[C:17]([O:20][CH3:21])[CH:18]=3)[N:13]=[CH:12][CH:11]=2)[CH:6]=[CH:5][C:3]=1[NH2:4].[C:24]1([CH3:33])[C:25]([N:30]=[C:31]=[O:32])=[CH:26][CH:27]=[CH:28][CH:29]=1.CO, predict the reaction product. The product is: [Cl:1][C:2]1[CH:8]=[C:7]([O:9][C:10]2[C:19]3[C:14](=[CH:15][C:16]([O:22][CH3:23])=[C:17]([O:20][CH3:21])[CH:18]=3)[N:13]=[CH:12][CH:11]=2)[CH:6]=[CH:5][C:3]=1[NH:4][C:31]([NH:30][C:25]1[CH:26]=[CH:27][CH:28]=[CH:29][C:24]=1[CH3:33])=[O:32]. (4) Given the reactants B(Br)(Br)Br.C[O:6][C:7]1[CH:12]=[CH:11][CH:10]=[CH:9][C:8]=1[C:13]1[CH:18]=[CH:17][CH:16]=[C:15]([B:19]([OH:21])[OH:20])[CH:14]=1.CO, predict the reaction product. The product is: [OH:6][C:7]1[CH:12]=[CH:11][CH:10]=[CH:9][C:8]=1[C:13]1[CH:18]=[CH:17][CH:16]=[C:15]([B:19]([OH:21])[OH:20])[CH:14]=1. (5) Given the reactants [CH2:1]([O:3][C:4]([N:6]1[CH2:12][CH:11]([CH3:13])[C:10]2[C:14](Br)=[C:15](Br)[S:16][C:9]=2[CH2:8][CH2:7]1)=[O:5])[CH3:2], predict the reaction product. The product is: [CH2:1]([O:3][C:4]([N:6]1[CH2:12][CH:11]([CH3:13])[C:10]2[CH:14]=[CH:15][S:16][C:9]=2[CH2:8][CH2:7]1)=[O:5])[CH3:2].